Dataset: Catalyst prediction with 721,799 reactions and 888 catalyst types from USPTO. Task: Predict which catalyst facilitates the given reaction. (1) Reactant: [CH2:1]([O:8][C:9]1[CH:10]=[C:11]([CH:15]2[CH2:19][N:18]([C:20]3[CH:21]=[C:22]([CH:25]=[CH:26][CH:27]=3)[C:23]#[N:24])[C:17](=[O:28])[CH2:16]2)[CH:12]=[CH:13][CH:14]=1)[C:2]1[CH:7]=[CH:6][CH:5]=[CH:4][CH:3]=1.[OH-:29].[Na+].OO. Product: [CH2:1]([O:8][C:9]1[CH:10]=[C:11]([CH:15]2[CH2:19][N:18]([C:20]3[CH:21]=[C:22]([CH:25]=[CH:26][CH:27]=3)[C:23]([NH2:24])=[O:29])[C:17](=[O:28])[CH2:16]2)[CH:12]=[CH:13][CH:14]=1)[C:2]1[CH:7]=[CH:6][CH:5]=[CH:4][CH:3]=1. The catalyst class is: 14. (2) Reactant: [CH3:1][N:2]1[C:6](/[CH:7]=[CH:8]/[C:9]([O:11][CH3:12])=[O:10])=[N:5][C:4]([N:13]2[CH2:17][CH2:16][CH2:15][CH2:14]2)=[N:3]1. Product: [CH3:1][N:2]1[C:6]([CH2:7][CH2:8][C:9]([O:11][CH3:12])=[O:10])=[N:5][C:4]([N:13]2[CH2:14][CH2:15][CH2:16][CH2:17]2)=[N:3]1. The catalyst class is: 8. (3) Product: [NH2:2][CH2:1][CH2:3][C@H:4]([N:6]1[CH2:11][CH2:10][CH:9]([N:12]([CH2:13][C:14]2[CH:15]=[N:16][CH:17]=[CH:18][C:19]=2[CH3:20])[C:22]2[CH:23]=[CH:24][C:25]([S:28][CH3:29])=[CH:26][CH:27]=2)[CH2:8][CH2:7]1)[CH3:5]. The catalyst class is: 1. Reactant: [C:1]([CH2:3][C@H:4]([N:6]1[CH2:11][CH2:10][CH:9]([N:12]([C:22]2[CH:27]=[CH:26][C:25]([S:28][CH3:29])=[CH:24][CH:23]=2)[C:13](=O)[C:14]2[C:19]([CH3:20])=[CH:18][CH:17]=[N:16][CH:15]=2)[CH2:8][CH2:7]1)[CH3:5])#[N:2].B.C1COCC1.Cl. (4) Reactant: [C:1]([C:3]1([NH:6][C:7]([C@@H:9]2[CH2:14][CH2:13][CH2:12][CH2:11][C@H:10]2[C:15]([N:17]2[CH2:37][CH2:36][C:20]3[NH:21][C:22]4[C:23]([O:28]CC5C=CC=CC=5)=[CH:24][CH:25]=[CH:26][C:27]=4[C:19]=3[CH2:18]2)=[O:16])=[O:8])[CH2:5][CH2:4]1)#[N:2]. Product: [C:1]([C:3]1([NH:6][C:7]([C@@H:9]2[CH2:14][CH2:13][CH2:12][CH2:11][C@H:10]2[C:15]([N:17]2[CH2:37][CH2:36][C:20]3[NH:21][C:22]4[C:23]([OH:28])=[CH:24][CH:25]=[CH:26][C:27]=4[C:19]=3[CH2:18]2)=[O:16])=[O:8])[CH2:5][CH2:4]1)#[N:2]. The catalyst class is: 78. (5) Reactant: C([O-])([O-])=O.[Na+].[Na+].[OH:7][C:8]([CH3:41])([CH3:40])[CH2:9][C@@:10]1([C:34]2[CH:39]=[CH:38][CH:37]=[CH:36][CH:35]=2)[O:15][C:14](=[O:16])[N:13]([C@H:17]([C:19]2[CH:24]=[CH:23][C:22](B3OC(C)(C)C(C)(C)O3)=[CH:21][CH:20]=2)[CH3:18])[CH2:12][CH2:11]1.Br[C:43]1[CH:44]=[CH:45][C:46](=[O:53])[N:47]([CH2:49][CH:50]2[CH2:52][CH2:51]2)[CH:48]=1. Product: [CH:50]1([CH2:49][N:47]2[C:46](=[O:53])[CH:45]=[CH:44][C:43]([C:22]3[CH:21]=[CH:20][C:19]([C@@H:17]([N:13]4[CH2:12][CH2:11][C@:10]([CH2:9][C:8]([OH:7])([CH3:40])[CH3:41])([C:34]5[CH:39]=[CH:38][CH:37]=[CH:36][CH:35]=5)[O:15][C:14]4=[O:16])[CH3:18])=[CH:24][CH:23]=3)=[CH:48]2)[CH2:52][CH2:51]1. The catalyst class is: 9. (6) Reactant: [CH3:1][O:2][C:3](=[O:39])[CH2:4][CH2:5][C:6]1[CH:11]=[CH:10][C:9]([O:12][CH:13]([C:15]2[O:19][C:18]([C:20]3[CH:25]=[CH:24][C:23](B4OC(C)(C)C(C)(C)O4)=[CH:22][CH:21]=3)=[N:17][C:16]=2[CH:35]([CH3:37])[CH3:36])[CH3:14])=[CH:8][C:7]=1[CH3:38].CC(O)=[O:42].OO.[O-]S([O-])(=S)=O.[Na+].[Na+]. Product: [CH3:1][O:2][C:3](=[O:39])[CH2:4][CH2:5][C:6]1[CH:11]=[CH:10][C:9]([O:12][CH:13]([C:15]2[O:19][C:18]([C:20]3[CH:21]=[CH:22][C:23]([OH:42])=[CH:24][CH:25]=3)=[N:17][C:16]=2[CH:35]([CH3:37])[CH3:36])[CH3:14])=[CH:8][C:7]=1[CH3:38]. The catalyst class is: 20. (7) Reactant: Br[C:2]1[C:3]([NH2:9])=[N:4][CH:5]=[C:6]([Br:8])[N:7]=1.[Cl:10][C:11]1[CH:18]=[CH:17][CH:16]=[C:15]([Cl:19])[C:12]=1[CH2:13][NH2:14].CCN(C(C)C)C(C)C. Product: [Br:8][C:6]1[N:7]=[C:2]([NH:14][CH2:13][C:12]2[C:11]([Cl:10])=[CH:18][CH:17]=[CH:16][C:15]=2[Cl:19])[C:3]([NH2:9])=[N:4][CH:5]=1. The catalyst class is: 51.